From a dataset of Full USPTO retrosynthesis dataset with 1.9M reactions from patents (1976-2016). Predict the reactants needed to synthesize the given product. (1) Given the product [C:20]([CH2:19][CH2:18][CH2:17][CH2:16][CH:4]([CH2:1][OH:2])[CH2:5][C:6]1[CH:15]=[CH:14][C:9]([C:10]([O:12][CH3:13])=[O:11])=[CH:8][CH:7]=1)#[N:21], predict the reactants needed to synthesize it. The reactants are: [C:1]([CH:4]([CH2:16][CH2:17][CH2:18][CH2:19][C:20]#[N:21])[CH2:5][C:6]1[CH:15]=[CH:14][C:9]([C:10]([O:12][CH3:13])=[O:11])=[CH:8][CH:7]=1)(O)=[O:2].C(=O)(O)[O-].[Na+]. (2) Given the product [CH2:1]([N:8]1[C:17]2[C:12](=[CH:13][CH:14]=[CH:15][N:16]=2)[CH:11]=[C:10]([C:18]([OH:20])=[O:19])[C:9]1=[O:23])[C:2]1[CH:7]=[CH:6][CH:5]=[CH:4][CH:3]=1, predict the reactants needed to synthesize it. The reactants are: [CH2:1]([N:8]1[C:17]2[C:12](=[CH:13][CH:14]=[CH:15][N:16]=2)[CH:11]=[C:10]([C:18]([O:20]CC)=[O:19])[C:9]1=[O:23])[C:2]1[CH:7]=[CH:6][CH:5]=[CH:4][CH:3]=1.C(=O)([O-])[O-].[K+].[K+].O.